Dataset: Forward reaction prediction with 1.9M reactions from USPTO patents (1976-2016). Task: Predict the product of the given reaction. (1) Given the reactants [H-].[Na+].[CH2:3]([N:7]1[C:11]([CH2:12][O:13][CH3:14])=[C:10]([C:15]([O:17]C)=O)[CH:9]=[N:8]1)[CH:4]([CH3:6])[CH3:5].O[N:20]=[C:21]([C:23]1[CH:28]=[CH:27][C:26]([CH2:29][OH:30])=[CH:25][CH:24]=1)[NH2:22].O, predict the reaction product. The product is: [CH2:3]([N:7]1[C:11]([CH2:12][O:13][CH3:14])=[C:10]([C:15]2[O:17][N:22]=[C:21]([C:23]3[CH:28]=[CH:27][C:26]([CH2:29][OH:30])=[CH:25][CH:24]=3)[N:20]=2)[CH:9]=[N:8]1)[CH:4]([CH3:5])[CH3:6]. (2) Given the reactants [C:1]1([NH:7][NH2:8])[CH:6]=[CH:5][CH:4]=[CH:3][CH:2]=1.[OH:9][C:10]1[CH:17]=[CH:16][CH:15]=[CH:14][C:11]=1[CH:12]=O, predict the reaction product. The product is: [C:1]1([NH:7][N:8]=[CH:12][C:11]2[CH:14]=[CH:15][CH:16]=[CH:17][C:10]=2[OH:9])[CH:6]=[CH:5][CH:4]=[CH:3][CH:2]=1. (3) Given the reactants ClCCl.[Cl:4][C:5]1[C:6]([NH:23][CH2:24][C:25]2[CH:30]=[CH:29][C:28]([O:31][CH3:32])=[CH:27][C:26]=2[O:33][CH3:34])=[C:7]([CH:11]([C:13]2[CH:18]=[CH:17][CH:16]=[C:15]([O:19][CH3:20])[C:14]=2[O:21][CH3:22])[OH:12])[CH:8]=[CH:9][CH:10]=1.C(=O)([O-])O.[Na+].Cl/[C:41](=[CH:47]\[C:48]([O-])=[O:49])/[C:42]([O:44][CH2:45][CH3:46])=[O:43], predict the reaction product. The product is: [Cl:4][C:5]1[CH:10]=[CH:9][CH:8]=[C:7]([CH:11]([C:13]2[CH:18]=[CH:17][CH:16]=[C:15]([O:19][CH3:20])[C:14]=2[O:21][CH3:22])[OH:12])[C:6]=1[N:23]([CH2:24][C:25]1[CH:30]=[CH:29][C:28]([O:31][CH3:32])=[CH:27][C:26]=1[O:33][CH3:34])[C:48](=[O:49])/[CH:47]=[CH:41]/[C:42]([O:44][CH2:45][CH3:46])=[O:43]. (4) Given the reactants [OH:1][C:2]1[C:11]([OH:12])=[CH:10][CH:9]=[CH:8][C:3]=1[C:4]([O:6][CH3:7])=[O:5].Br[CH2:14][CH2:15][CH2:16]Br.C(=O)([O-])[O-].[K+].[K+].O, predict the reaction product. The product is: [O:12]1[C:11]2[CH:10]=[CH:9][CH:8]=[C:3]([C:4]([O:6][CH3:7])=[O:5])[C:2]=2[O:1][CH2:16][CH2:15][CH2:14]1. (5) Given the reactants [NH:1]1[CH:5]=[CH:4][N:3]=[C:2]1[C@H:6]1[C@H:15]2[CH2:16][CH2:17][N:18]([C:19]([C@H:21]3[CH2:26][CH2:25][CH2:24][CH2:23][C@H:22]3[NH:27][C:28](=[O:35])[C:29]3[CH:34]=[CH:33][CH:32]=[CH:31][CH:30]=3)=[O:20])[C@H:14]2[C:13]2[CH:12]=[CH:11][CH:10]=[CH:9][C:8]=2[NH:7]1.[H-].[Na+].[CH3:38]I.O, predict the reaction product. The product is: [CH3:38][N:1]1[CH:5]=[CH:4][N:3]=[C:2]1[C@H:6]1[C@H:15]2[CH2:16][CH2:17][N:18]([C:19]([C@H:21]3[CH2:26][CH2:25][CH2:24][CH2:23][C@H:22]3[NH:27][C:28](=[O:35])[C:29]3[CH:30]=[CH:31][CH:32]=[CH:33][CH:34]=3)=[O:20])[C@H:14]2[C:13]2[CH:12]=[CH:11][CH:10]=[CH:9][C:8]=2[NH:7]1. (6) Given the reactants [NH2:1][C:2]1[CH:7]=[CH:6][C:5]([C:8]2[CH:9]=[CH:10][C:11]3[O:17][CH2:16][CH2:15][N:14](C(OC(C)(C)C)=O)[CH2:13][C:12]=3[CH:25]=2)=[CH:4][C:3]=1[N+:26]([O-:28])=[O:27].CO.[ClH:31], predict the reaction product. The product is: [ClH:31].[N+:26]([C:3]1[CH:4]=[C:5]([C:8]2[CH:9]=[CH:10][C:11]3[O:17][CH2:16][CH2:15][NH:14][CH2:13][C:12]=3[CH:25]=2)[CH:6]=[CH:7][C:2]=1[NH2:1])([O-:28])=[O:27]. (7) The product is: [CH:21]([N:18]1[CH2:19][CH2:20][CH:15]([O:14][C:12]2[CH:11]=[CH:10][C:8]3[S:9][C:5]([C:3]([OH:4])=[O:2])=[CH:6][C:7]=3[CH:13]=2)[CH2:16][CH2:17]1)([CH3:23])[CH3:22]. Given the reactants C[O:2][C:3]([C:5]1[S:9][C:8]2[CH:10]=[CH:11][C:12]([O:14][CH:15]3[CH2:20][CH2:19][N:18]([CH:21]([CH3:23])[CH3:22])[CH2:17][CH2:16]3)=[CH:13][C:7]=2[CH:6]=1)=[O:4].[OH-].[Na+].Cl, predict the reaction product. (8) Given the reactants [CH2:1]([C:3]1[C:4]([C:11]([O:13][CH2:14][C:15]2[CH:20]=[CH:19][CH:18]=[CH:17][CH:16]=2)=[O:12])=[C:5]([CH:9]=[O:10])[NH:6][C:7]=1I)[CH3:2].FC1C=CC(B(O)O)=CC=1.[C:31]([C:33]1[CH:34]=[C:35](B(O)O)[CH:36]=[CH:37][CH:38]=1)#[N:32], predict the reaction product. The product is: [C:31]([C:33]1[CH:38]=[C:37]([C:7]2[NH:6][C:5]([CH:9]=[O:10])=[C:4]([C:11]([O:13][CH2:14][C:15]3[CH:20]=[CH:19][CH:18]=[CH:17][CH:16]=3)=[O:12])[C:3]=2[CH2:1][CH3:2])[CH:36]=[CH:35][CH:34]=1)#[N:32]. (9) Given the reactants [CH2:1]([N:3]1[C:8](=[O:9])[C:7]2[C:10]([C:31]3[CH:36]=[CH:35][CH:34]=[CH:33][CH:32]=3)=[C:11]([C:13]3[CH:18]=[CH:17][C:16]([C:19]4([NH:23][C:24](=[O:30])[O:25][C:26]([CH3:29])([CH3:28])[CH3:27])[CH2:22][CH2:21][CH2:20]4)=[CH:15][CH:14]=3)[O:12][C:6]=2[N:5]=[C:4]1S(C)(=O)=O)[CH3:2].[NH2:41][CH2:42][CH2:43][OH:44], predict the reaction product. The product is: [CH2:1]([N:3]1[C:8](=[O:9])[C:7]2[C:10]([C:31]3[CH:36]=[CH:35][CH:34]=[CH:33][CH:32]=3)=[C:11]([C:13]3[CH:18]=[CH:17][C:16]([C:19]4([NH:23][C:24](=[O:30])[O:25][C:26]([CH3:29])([CH3:28])[CH3:27])[CH2:22][CH2:21][CH2:20]4)=[CH:15][CH:14]=3)[O:12][C:6]=2[N:5]=[C:4]1[NH:41][CH2:42][CH2:43][OH:44])[CH3:2]. (10) The product is: [CH:3]1([O:12][CH2:7][CH2:8][C:9]#[CH:10])[CH2:2][CH2:1][CH2:6][CH2:5][CH2:4]1. Given the reactants [CH3:1][CH2:2][CH2:3][CH2:4][CH2:5][CH3:6].[CH2:7]([Li])[CH2:8][CH2:9][CH3:10].[OH2:12], predict the reaction product.